From a dataset of Full USPTO retrosynthesis dataset with 1.9M reactions from patents (1976-2016). Predict the reactants needed to synthesize the given product. (1) The reactants are: CS([O:5][CH2:6][CH2:7][N:8]1[CH2:13][CH2:12][N:11]([C:14]2[CH:19]=[CH:18][C:17]([NH:20][C:21]3[N:26]=[CH:25][C:24]([O:27][CH2:28][C:29]4[C:34]([F:35])=[C:33]([O:36][CH3:37])[CH:32]=[C:31]([O:38][CH3:39])[C:30]=4[F:40])=[CH:23][N:22]=3)=[CH:16][CH:15]=2)[CH2:10][CH2:9]1)(=O)=O.[CH3:41][O-].[Na+]. Given the product [F:40][C:30]1[C:31]([O:38][CH3:39])=[CH:32][C:33]([O:36][CH3:37])=[C:34]([F:35])[C:29]=1[CH2:28][O:27][C:24]1[CH:23]=[N:22][C:21]([NH:20][C:17]2[CH:18]=[CH:19][C:14]([N:11]3[CH2:12][CH2:13][N:8]([CH2:7][CH2:6][O:5][CH3:41])[CH2:9][CH2:10]3)=[CH:15][CH:16]=2)=[N:26][CH:25]=1, predict the reactants needed to synthesize it. (2) Given the product [ClH:27].[F:36][C:33]1[CH:34]=[CH:35][C:30]([CH2:29][CH2:28][O:17][C:14]2[CH:15]=[C:16]3[C:11](=[CH:12][CH:13]=2)[O:10][C:9]([C:18]2[N:23]=[CH:22][N:21]4[CH:24]=[CH:25][CH:26]=[C:20]4[CH:19]=2)=[CH:8][C:7]3=[N:6][OH:5])=[CH:31][CH:32]=1, predict the reactants needed to synthesize it. The reactants are: C([O:5][N:6]=[C:7]1[C:16]2[C:11](=[CH:12][CH:13]=[C:14]([OH:17])[CH:15]=2)[O:10][C:9]([C:18]2[N:23]=[CH:22][N:21]3[CH:24]=[CH:25][CH:26]=[C:20]3[CH:19]=2)=[CH:8]1)(C)(C)C.[Cl:27][CH2:28][CH2:29][C:30]1[CH:35]=[CH:34][C:33]([F:36])=[CH:32][CH:31]=1. (3) Given the product [F:15][C:16]1[N:21]=[C:20]([N:22]2[CH2:27][CH2:26][N:25]([CH2:2][C:3]3[CH:8]=[CH:7][C:6]([C@H:9]([NH:11][C:12](=[O:14])[CH3:13])[CH3:10])=[CH:5][CH:4]=3)[CH2:24][CH2:23]2)[CH:19]=[CH:18][CH:17]=1, predict the reactants needed to synthesize it. The reactants are: Cl[CH2:2][C:3]1[CH:8]=[CH:7][C:6]([C@H:9]([NH:11][C:12](=[O:14])[CH3:13])[CH3:10])=[CH:5][CH:4]=1.[F:15][C:16]1[N:21]=[C:20]([N:22]2[CH2:27][CH2:26][NH:25][CH2:24][CH2:23]2)[CH:19]=[CH:18][CH:17]=1. (4) Given the product [N:10]1[CH:11]=[CH:12][CH:13]=[N:14][C:9]=1[N:2]1[CH2:6][C:5](=[O:7])[NH:4][CH2:3]1, predict the reactants needed to synthesize it. The reactants are: Cl.[NH:2]1[CH2:6][C:5](=[O:7])[NH:4][CH2:3]1.Br[C:9]1[N:14]=[CH:13][CH:12]=[CH:11][N:10]=1.C(=O)([O-])[O-].[K+].[K+]. (5) Given the product [F:17][C:15]1[CH:16]=[C:11]([CH2:10][C@@H:9]([C:19]2[C:24]([C:25]3[CH:26]=[C:27]([CH:31]=[CH:32][CH:33]=3)[C:28]([NH2:30])=[O:29])=[CH:23][CH:22]=[CH:21][N:20]=2)[NH:8][C:46](=[O:47])[CH2:45][N:42]2[C:43]3[C:39](=[CH:38][CH:37]=[C:36]([O:35][CH3:34])[CH:44]=3)[C:40]([CH3:49])=[N:41]2)[CH:12]=[C:13]([F:18])[CH:14]=1, predict the reactants needed to synthesize it. The reactants are: FC(F)(F)C(O)=O.[NH2:8][C@H:9]([C:19]1[C:24]([C:25]2[CH:26]=[C:27]([CH:31]=[CH:32][CH:33]=2)[C:28]([NH2:30])=[O:29])=[CH:23][CH:22]=[CH:21][N:20]=1)[CH2:10][C:11]1[CH:16]=[C:15]([F:17])[CH:14]=[C:13]([F:18])[CH:12]=1.[CH3:34][O:35][C:36]1[CH:44]=[C:43]2[C:39]([C:40]([CH3:49])=[N:41][N:42]2[CH2:45][C:46](O)=[O:47])=[CH:38][CH:37]=1.